This data is from Full USPTO retrosynthesis dataset with 1.9M reactions from patents (1976-2016). The task is: Predict the reactants needed to synthesize the given product. (1) The reactants are: [C:1]1(/[C:7](/[C:17]2[CH:22]=[CH:21][C:20]([CH:23]=[CH:24][C:25](O)=[O:26])=[CH:19][CH:18]=2)=[C:8](/[C:11]2[CH:16]=[CH:15][CH:14]=[CH:13][CH:12]=2)\[CH2:9][CH3:10])[CH:6]=[CH:5][CH:4]=[CH:3][CH:2]=1.[Cl:28][C:29]1[CH:34]=[CH:33][CH:32]=[CH:31][C:30]=1[S:35]([NH2:38])(=[O:37])=[O:36]. Given the product [Cl:28][C:29]1[CH:34]=[CH:33][CH:32]=[CH:31][C:30]=1[S:35]([NH:38][C:25](=[O:26])[CH:24]=[CH:23][C:20]1[CH:21]=[CH:22][C:17]([C:7]([C:1]2[CH:6]=[CH:5][CH:4]=[CH:3][CH:2]=2)=[C:8]([C:11]2[CH:12]=[CH:13][CH:14]=[CH:15][CH:16]=2)[CH2:9][CH3:10])=[CH:18][CH:19]=1)(=[O:37])=[O:36], predict the reactants needed to synthesize it. (2) Given the product [C:1]([C:4]1[C:22](=[O:23])[C@@:8]2([CH3:24])[C:9]3[C:15]([OH:16])=[CH:14][C:13]([O:17][CH3:18])=[C:12]([C:19]([NH:21][CH2:31][C:30]4[CH:33]=[CH:34][C:27]([F:26])=[CH:28][CH:29]=4)=[O:20])[C:10]=3[O:11][C:7]2=[CH:6][C:5]=1[OH:25])(=[O:3])[CH3:2], predict the reactants needed to synthesize it. The reactants are: [C:1]([C:4]1[C:22](=[O:23])[C@@:8]2([CH3:24])[C:9]3[C:15]([OH:16])=[CH:14][C:13]([O:17][CH3:18])=[C:12]([C:19]([NH2:21])=[O:20])[C:10]=3[O:11][C:7]2=[CH:6][C:5]=1[OH:25])(=[O:3])[CH3:2].[F:26][C:27]1[CH:34]=[CH:33][C:30]([CH:31]=O)=[CH:29][CH:28]=1.C([SiH](CC)CC)C.FC(F)(F)C(O)=O. (3) Given the product [C:1]1([S:7]([N:10]2[C:18]3[C:13](=[CH:14][CH:15]=[CH:16][CH:17]=3)[CH:12]=[C:11]2[CH:24]([OH:25])[CH:26]=[CH2:27])(=[O:9])=[O:8])[CH:2]=[CH:3][CH:4]=[CH:5][CH:6]=1, predict the reactants needed to synthesize it. The reactants are: [C:1]1([S:7]([N:10]2[C:18]3[C:13](=[CH:14][CH:15]=[CH:16][CH:17]=3)[CH:12]=[CH:11]2)(=[O:9])=[O:8])[CH:6]=[CH:5][CH:4]=[CH:3][CH:2]=1.C([Li])CCC.[CH:24]([CH:26]=[CH2:27])=[O:25].O.